This data is from Reaction yield outcomes from USPTO patents with 853,638 reactions. The task is: Predict the reaction yield, written as a fraction of the theoretical maximum amount of product (1.0 means a 100% yield; for example, 0.34 means a 34% yield). (1) The reactants are [CH3:1][C:2]1([CH3:23])[CH2:7][CH2:6][C:5]([C:8]2[C:9]([NH:14][C:15]([NH:17]C(OCC)=O)=S)=[N:10][CH:11]=[CH:12][CH:13]=2)=[CH:4][CH2:3]1.Cl.[NH2:25]O.CO. The catalyst is C(O)C. The product is [CH3:23][C:2]1([CH3:1])[CH2:7][CH2:6][C:5]([C:8]2[C:9]3[N:10]([N:25]=[C:15]([NH2:17])[N:14]=3)[CH:11]=[CH:12][CH:13]=2)=[CH:4][CH2:3]1. The yield is 0.510. (2) The reactants are [C:1]([N:9]([CH3:36])[C:10]1[CH:35]=[CH:34][C:13]2[N:14]([CH2:31][CH:32]=O)[C:15]([NH:17][C:18]([C:20]3[S:21][C:22]([C:25]4[O:29][C:28]([CH3:30])=[N:27][CH:26]=4)=[CH:23][CH:24]=3)=[O:19])=[N:16][C:12]=2[CH:11]=1)(=[O:8])[C:2]1[CH:7]=[CH:6][CH:5]=[CH:4][CH:3]=1.[CH3:37][NH2:38].C(O[BH-](OC(=O)C)OC(=O)C)(=O)C.C(=O)C1C=CC=CC=1. The catalyst is C1COCC1. The product is [C:1]([N:9]([CH3:36])[C:10]1[CH:35]=[CH:34][C:13]2[N:14]([CH2:31][CH2:32][NH:38][CH3:37])[C:15]([NH:17][C:18]([C:20]3[S:21][C:22]([C:25]4[O:29][C:28]([CH3:30])=[N:27][CH:26]=4)=[CH:23][CH:24]=3)=[O:19])=[N:16][C:12]=2[CH:11]=1)(=[O:8])[C:2]1[CH:3]=[CH:4][CH:5]=[CH:6][CH:7]=1. The yield is 0.190. (3) The reactants are [C:1]1([C:20]2[CH:25]=[CH:24][CH:23]=[CH:22][CH:21]=2)[CH:6]=[CH:5][C:4]([C:7]2[N:8]([C:13]3[CH:18]=[CH:17][CH:16]=[CH:15][C:14]=3[F:19])[C:9]([SH:12])=[N:10][N:11]=2)=[CH:3][CH:2]=1.CI.[C:28](=O)([O-])[O-].[K+].[K+].O. The catalyst is C(#N)C. The product is [C:1]1([C:20]2[CH:21]=[CH:22][CH:23]=[CH:24][CH:25]=2)[CH:6]=[CH:5][C:4]([C:7]2[N:8]([C:13]3[CH:18]=[CH:17][CH:16]=[CH:15][C:14]=3[F:19])[C:9]([S:12][CH3:28])=[N:10][N:11]=2)=[CH:3][CH:2]=1. The yield is 0.720. (4) The reactants are [Cl:1][C:2]1[C:3]([NH:18][CH2:19][CH2:20][CH2:21][C:22]2[CH:27]=[CH:26][CH:25]=[C:24]([O:28]C)[CH:23]=2)=[N:4][C:5]([NH:8][C:9]2[CH:10]=[C:11]([CH2:15][CH2:16]O)[CH:12]=[CH:13][CH:14]=2)=[N:6][CH:7]=1.B(Br)(Br)[Br:31].C([O-])([O-])=O.[Na+].[Na+]. The catalyst is C(Cl)Cl.C(=O)=O. The product is [Br:31][CH2:16][CH2:15][C:11]1[CH:10]=[C:9]([NH:8][C:5]2[N:4]=[C:3]([NH:18][CH2:19][CH2:20][CH2:21][C:22]3[CH:23]=[C:24]([OH:28])[CH:25]=[CH:26][CH:27]=3)[C:2]([Cl:1])=[CH:7][N:6]=2)[CH:14]=[CH:13][CH:12]=1. The yield is 0.900. (5) The reactants are [F:1][C:2]1[CH:8]=[CH:7][C:6]([O:9][CH3:10])=[CH:5][C:3]=1[NH2:4].Cl.Cl[C:13]1[CH:14]=CC(OC)=[C:17]2[C:22]=1N=C(C)C=C2.COC1C=CC=C2C=1CC[C@H](C)N2.C(=O)([O-])[O-].[K+].[K+]. The catalyst is ClCCl. The product is [F:1][C:2]1[CH:8]=[CH:7][C:6]([O:9][CH3:10])=[C:5]2[C:3]=1[N:4]=[C:22]([CH3:17])[CH:13]=[CH:14]2. The yield is 0.620. (6) The reactants are C(=O)(OC)[O:2][C:3]1[CH:8]=[C:7]([N+:9]([O-:11])=[O:10])[C:6](Br)=[CH:5][C:4]=1[CH:13]1[CH2:17][CH2:16][CH2:15][CH2:14]1.F[C:22](F)(F)[B].[K].C(=O)([O-])[O-].[Cs+].[Cs+].O1CCCC1. The catalyst is C1C=CC(P(C2C=CC=CC=2)[C-]2C=CC=C2)=CC=1.C1C=CC(P(C2C=CC=CC=2)[C-]2C=CC=C2)=CC=1.Cl[Pd]Cl.[Fe+2].O. The product is [CH:13]1([C:4]2[CH:5]=[C:6]([CH3:22])[C:7]([N+:9]([O-:11])=[O:10])=[CH:8][C:3]=2[OH:2])[CH2:17][CH2:16][CH2:15][CH2:14]1. The yield is 0.520. (7) The reactants are [NH2:1][C:2]1[N:7]=[CH:6][C:5](/[CH:8]=[CH:9]/[C:10]([N:12]([CH2:14][C:15]2[C:23]3[C:18](=[C:19]([C:24]([O:26]C)=[O:25])[CH:20]=[CH:21][CH:22]=3)[N:17]([CH3:28])[CH:16]=2)[CH3:13])=[O:11])=[CH:4][CH:3]=1.O1CCCC1.[Li+].[OH-]. The catalyst is CO.O. The product is [NH2:1][C:2]1[N:7]=[CH:6][C:5]([CH:8]=[CH:9][C:10]([N:12]([CH2:14][C:15]2[C:23]3[C:18](=[C:19]([C:24]([OH:26])=[O:25])[CH:20]=[CH:21][CH:22]=3)[N:17]([CH3:28])[CH:16]=2)[CH3:13])=[O:11])=[CH:4][CH:3]=1. The yield is 0.350. (8) The reactants are Br[C:2]1[CH:3]=[N:4][CH:5]=[C:6]([Br:8])[CH:7]=1.[CH3:9][CH:10]([OH:14])[CH2:11][CH:12]=[CH2:13].C1(C)C=CC=CC=1P(C1C=CC=CC=1C)C1C=CC=CC=1C.C(N(CC)CC)C. The catalyst is O.C([O-])(=O)C.[Pd+2].C([O-])(=O)C.C(#N)C. The product is [Br:8][C:6]1[CH:7]=[C:2](/[CH:13]=[CH:12]/[CH2:11][CH:10]([OH:14])[CH3:9])[CH:3]=[N:4][CH:5]=1. The yield is 0.340. (9) The reactants are [H-].[Na+].[Cl:3][C:4]1[CH:5]=[C:6]([CH:24]=[CH:25][C:26]=1[Cl:27])[CH2:7][CH:8]1[C:17]2[CH:16]=[C:15]([OH:18])[CH:14]=[CH:13][C:12]=2[CH2:11][CH2:10][CH:9]1[N:19]1[CH2:23][CH2:22][CH2:21][CH2:20]1.Br[CH2:29][CH2:30][NH:31][C:32](=[O:38])[O:33][C:34]([CH3:37])([CH3:36])[CH3:35].O. The catalyst is CCCCCC.CC(N(C)C)=O. The product is [Cl:3][C:4]1[CH:5]=[C:6]([CH:24]=[CH:25][C:26]=1[Cl:27])[CH2:7][CH:8]1[C:17]2[CH:16]=[C:15]([O:18][CH2:29][CH2:30][NH:31][C:32](=[O:38])[O:33][C:34]([CH3:37])([CH3:36])[CH3:35])[CH:14]=[CH:13][C:12]=2[CH2:11][CH2:10][CH:9]1[N:19]1[CH2:20][CH2:21][CH2:22][CH2:23]1. The yield is 0.970. (10) The reactants are [C:1]([N:5]1[C:9]([C:10]2[CH:15]=[CH:14][C:13]([O:16][CH3:17])=[CH:12][CH:11]=2)=[C:8]([C:18]2[S:19][CH:20]=[C:21](/[CH:23]=[CH:24]/[C:25]([NH:27][CH2:28][CH:29]3[CH2:34][CH2:33][O:32][CH2:31][CH2:30]3)=[O:26])[N:22]=2)[CH:7]=[N:6]1)([CH3:4])([CH3:3])[CH3:2].[H][H]. The catalyst is CO.[C].[Pd]. The product is [C:1]([N:5]1[C:9]([C:10]2[CH:15]=[CH:14][C:13]([O:16][CH3:17])=[CH:12][CH:11]=2)=[C:8]([C:18]2[S:19][CH:20]=[C:21]([CH2:23][CH2:24][C:25]([NH:27][CH2:28][CH:29]3[CH2:34][CH2:33][O:32][CH2:31][CH2:30]3)=[O:26])[N:22]=2)[CH:7]=[N:6]1)([CH3:4])([CH3:2])[CH3:3]. The yield is 0.559.